From a dataset of Catalyst prediction with 721,799 reactions and 888 catalyst types from USPTO. Predict which catalyst facilitates the given reaction. (1) Reactant: [NH2:1][C:2]1[CH:3]=[C:4]2[C:20](=[O:21])[NH:19][N:18]=[CH:17][C:6]3=[C:7]([C:11]4[CH:16]=[CH:15][CH:14]=[CH:13][CH:12]=4)[NH:8][C:9]([CH:10]=1)=[C:5]23.[CH2:22]([S:24][C:25]1[N:33]=[CH:32][CH:31]=[CH:30][C:26]=1[C:27](O)=[O:28])[CH3:23].C(N(CC)CC)C.F[P-](F)(F)(F)(F)F.N1(OC(N(C)C)=[N+](C)C)C2N=CC=CC=2N=N1. Product: [CH2:22]([S:24][C:25]1[N:33]=[CH:32][CH:31]=[CH:30][C:26]=1[C:27]([NH:1][C:2]1[CH:3]=[C:4]2[C:20](=[O:21])[NH:19][N:18]=[CH:17][C:6]3=[C:7]([C:11]4[CH:12]=[CH:13][CH:14]=[CH:15][CH:16]=4)[NH:8][C:9]([CH:10]=1)=[C:5]23)=[O:28])[CH3:23]. The catalyst class is: 306. (2) Reactant: Cl.CCOC(C)=O.C([O:12][C:13](=[O:53])[C:14]([CH3:52])([CH3:51])[CH2:15][O:16][C:17]([O:19][CH:20]([N:22]1[N:26]=[C:25]([C:27]2[CH:32]=[CH:31][CH:30]=[C:29]([O:33][CH2:34][C:35]3[CH:40]=[C:39]([C:41]([F:44])([F:43])[F:42])[CH:38]=[CH:37][C:36]=3[C:45]([F:48])([F:47])[F:46])[CH:28]=2)[C:24]([C:49]#[N:50])=[N:23]1)[CH3:21])=[O:18])(C)(C)C. Product: [F:48][C:45]([F:46])([F:47])[C:36]1[CH:37]=[CH:38][C:39]([C:41]([F:43])([F:44])[F:42])=[CH:40][C:35]=1[CH2:34][O:33][C:29]1[CH:28]=[C:27]([C:25]2[C:24]([C:49]#[N:50])=[N:23][N:22]([CH:20]([O:19][C:17]([O:16][CH2:15][C:14]([CH3:51])([CH3:52])[C:13]([OH:53])=[O:12])=[O:18])[CH3:21])[N:26]=2)[CH:32]=[CH:31][CH:30]=1. The catalyst class is: 6. (3) Reactant: [CH3:1][C:2]1[C:7]([OH:8])=[CH:6][CH:5]=[C:4]([CH3:9])[N:3]=1.[S:10](O[S:10]([C:13]([F:16])([F:15])[F:14])(=[O:12])=[O:11])([C:13]([F:16])([F:15])[F:14])(=[O:12])=[O:11]. Product: [CH3:1][C:2]1[C:7]([O:8][S:10]([C:13]([F:16])([F:15])[F:14])(=[O:12])=[O:11])=[CH:6][CH:5]=[C:4]([CH3:9])[N:3]=1. The catalyst class is: 17. (4) Reactant: [NH2:1][C:2]1[O:3][CH2:4][C@@:5]2([N:27]=1)[C:18]1[CH:17]=[C:16]([OH:19])[CH:15]=[C:14]([F:20])[C:13]=1[O:12][C:11]1[C:6]2=[CH:7][C:8]([C:21]2[CH:26]=[N:25][CH:24]=[CH:23][N:22]=2)=[CH:9][CH:10]=1.[F:28][C:29]([F:48])([F:47])[S:30](N(C1C=CC=CC=1)[S:30]([C:29]([F:48])([F:47])[F:28])(=[O:32])=[O:31])(=[O:32])=[O:31]. Product: [F:28][C:29]([F:48])([F:47])[S:30]([O:19][C:16]1[CH:17]=[C:18]2[C:13]([O:12][C:11]3[CH:10]=[CH:9][C:8]([C:21]4[CH:26]=[N:25][CH:24]=[CH:23][N:22]=4)=[CH:7][C:6]=3[C@:5]32[CH2:4][O:3][C:2]([NH2:1])=[N:27]3)=[C:14]([F:20])[CH:15]=1)(=[O:32])=[O:31]. The catalyst class is: 2. (5) Reactant: [Cl:1][C:2]1[CH:3]=[C:4]([C:9]2([C:31]([F:34])([F:33])[F:32])[CH2:13][C:12]([C:14]3[CH:15]=[C:16]4[C:20](=[CH:21][CH:22]=3)[CH:19]([NH:23]C(=O)OC(C)(C)C)[CH2:18][CH2:17]4)=[N:11][CH2:10]2)[CH:5]=[C:6]([Cl:8])[CH:7]=1.FC(F)(F)C(O)=O. Product: [Cl:1][C:2]1[CH:3]=[C:4]([C:9]2([C:31]([F:33])([F:34])[F:32])[CH2:13][C:12]([C:14]3[CH:15]=[C:16]4[C:20](=[CH:21][CH:22]=3)[CH:19]([NH2:23])[CH2:18][CH2:17]4)=[N:11][CH2:10]2)[CH:5]=[C:6]([Cl:8])[CH:7]=1. The catalyst class is: 2. (6) Reactant: [C:1]([C:3]1[C:7]([C:8]([O:10]CC)=[O:9])=[CH:6][N:5]([CH2:13][C:14]2[CH:19]=[CH:18][C:17]([CH2:20][N:21]3[CH:25]=[C:24]([CH3:26])[CH:23]=[N:22]3)=[CH:16][CH:15]=2)[N:4]=1)#[N:2].[OH-].[Li+]. Product: [C:1]([C:3]1[C:7]([C:8]([OH:10])=[O:9])=[CH:6][N:5]([CH2:13][C:14]2[CH:15]=[CH:16][C:17]([CH2:20][N:21]3[CH:25]=[C:24]([CH3:26])[CH:23]=[N:22]3)=[CH:18][CH:19]=2)[N:4]=1)#[N:2]. The catalyst class is: 87. (7) Reactant: Cl[C:2]([O:4][CH3:5])=[O:3].[NH2:6][C:7]1[S:8][CH:9]=[CH:10][C:11]=1[C:12]#[N:13].N1C=CC=CC=1.O. Product: [C:12]([C:11]1[CH:10]=[CH:9][S:8][C:7]=1[NH:6][C:2](=[O:3])[O:4][CH3:5])#[N:13]. The catalyst class is: 2. (8) Reactant: [Br:1][C:2]1[CH:10]=[CH:9][C:5]([C:6](O)=[O:7])=[C:4]([Cl:11])[CH:3]=1.S(Cl)([Cl:14])=O. Product: [Br:1][C:2]1[CH:10]=[CH:9][C:5]([C:6]([Cl:14])=[O:7])=[C:4]([Cl:11])[CH:3]=1. The catalyst class is: 3. (9) Reactant: [CH3:1][C:2]1[O:6][C:5]([C:7]2[CH:12]=[CH:11][CH:10]=[CH:9][CH:8]=2)=[N:4][C:3]=1[CH2:13][O:14][C:15]1[CH:16]=[C:17]([CH:38]=[CH:39][CH:40]=1)[CH2:18][O:19][C:20]1[CH:24]=[C:23]([CH2:25][CH2:26][C:27]([O:29]CC)=[O:28])[N:22]([C:32]2[CH:37]=[CH:36][CH:35]=[CH:34][CH:33]=2)[N:21]=1.[OH-].[Na+].O1CCCC1.Cl. The catalyst class is: 8. Product: [CH3:1][C:2]1[O:6][C:5]([C:7]2[CH:8]=[CH:9][CH:10]=[CH:11][CH:12]=2)=[N:4][C:3]=1[CH2:13][O:14][C:15]1[CH:16]=[C:17]([CH:38]=[CH:39][CH:40]=1)[CH2:18][O:19][C:20]1[CH:24]=[C:23]([CH2:25][CH2:26][C:27]([OH:29])=[O:28])[N:22]([C:32]2[CH:33]=[CH:34][CH:35]=[CH:36][CH:37]=2)[N:21]=1. (10) The catalyst class is: 8. Product: [CH2:11]([C:7]1[C:6]([CH2:15][NH:16][C:17](=[O:23])[O:18][C:19]([CH3:22])([CH3:21])[CH3:20])=[C:5]([C:24]2[CH:29]=[CH:28][C:27]([CH3:30])=[CH:26][CH:25]=2)[C:4]([CH2:3][C:1]2[NH:39][C:31](=[O:34])[O:32][N:2]=2)=[C:9]([CH3:10])[N:8]=1)[CH:12]([CH3:13])[CH3:14]. Reactant: [C:1]([CH2:3][C:4]1[C:5]([C:24]2[CH:29]=[CH:28][C:27]([CH3:30])=[CH:26][CH:25]=2)=[C:6]([CH2:15][NH:16][C:17](=[O:23])[O:18][C:19]([CH3:22])([CH3:21])[CH3:20])[C:7]([CH2:11][CH:12]([CH3:14])[CH3:13])=[N:8][C:9]=1[CH3:10])#[N:2].[C:31](=[O:34])([O-])[O-:32].[Na+].[Na+].[Cl-].O[NH3+:39].O.